This data is from Forward reaction prediction with 1.9M reactions from USPTO patents (1976-2016). The task is: Predict the product of the given reaction. Given the reactants C(OC(=O)[NH:7][C@@H:8]([CH2:12][CH2:13][CH:14]1[CH2:19][CH2:18][CH2:17][CH2:16][CH2:15]1)[CH:9]([OH:11])[CH3:10])(C)(C)C.Cl, predict the reaction product. The product is: [NH2:7][CH:8]([CH2:12][CH2:13][CH:14]1[CH2:15][CH2:16][CH2:17][CH2:18][CH2:19]1)[C@@H:9]([OH:11])[CH3:10].